Task: Predict which catalyst facilitates the given reaction.. Dataset: Catalyst prediction with 721,799 reactions and 888 catalyst types from USPTO (1) Reactant: [CH2:1]([C:3]1[C:11]2[CH:10]=[CH:9][S:8][C:7]=2[C:6]([CH3:12])=[CH:5][C:4]=1[O:13][C:14](=[CH:17]NC1C=CC=CC=1)[C:15]#[N:16])[CH3:2].Cl.[NH2:26][C:27]([NH2:29])=[NH:28].C[O-].[Na+]. Product: [CH2:1]([C:3]1[C:11]2[CH:10]=[CH:9][S:8][C:7]=2[C:6]([CH3:12])=[CH:5][C:4]=1[O:13][C:14]1[C:15]([NH2:16])=[N:28][C:27]([NH2:29])=[N:26][CH:17]=1)[CH3:2]. The catalyst class is: 40. (2) The catalyst class is: 18. Product: [CH2:1]([O:5][C:6]([N:8]1[CH2:9][CH2:10][N:11]([C:14](=[O:41])[C@@H:15]([NH:26][C:27]([C:29]2[CH:38]=[C:37]([O:39][CH2:54][C:53]([O:52][C:48]([CH3:51])([CH3:50])[CH3:49])=[O:56])[C:36]3[C:31](=[CH:32][C:33]([CH3:40])=[CH:34][CH:35]=3)[N:30]=2)=[O:28])[CH2:16][CH2:17][O:18][CH2:19][C:20]2[CH:21]=[CH:22][CH:23]=[CH:24][CH:25]=2)[CH2:12][CH2:13]1)=[O:7])[CH2:2][CH2:3][CH3:4]. Reactant: [CH2:1]([O:5][C:6]([N:8]1[CH2:13][CH2:12][N:11]([C:14](=[O:41])[C@@H:15]([NH:26][C:27]([C:29]2[CH:38]=[C:37]([OH:39])[C:36]3[C:31](=[CH:32][C:33]([CH3:40])=[CH:34][CH:35]=3)[N:30]=2)=[O:28])[CH2:16][CH2:17][O:18][CH2:19][C:20]2[CH:25]=[CH:24][CH:23]=[CH:22][CH:21]=2)[CH2:10][CH2:9]1)=[O:7])[CH2:2][CH2:3][CH3:4].C(=O)([O-])[O-].[Cs+].[Cs+].[C:48]([O:52][C:53](=[O:56])[CH2:54]Br)([CH3:51])([CH3:50])[CH3:49]. (3) Reactant: [O:1]([C:8]1[N:13]=[CH:12][C:11]([C:14](=[O:16])[CH3:15])=[CH:10][N:9]=1)[C:2]1[CH:7]=[CH:6][CH:5]=[CH:4][CH:3]=1.[C:17](OCC)(=[O:23])[C:18]([O:20][CH2:21][CH3:22])=[O:19].C[O-].[Na+].CO. Product: [O:23]=[C:17]([CH2:15][C:14](=[O:16])[C:11]1[CH:12]=[N:13][C:8]([O:1][C:2]2[CH:3]=[CH:4][CH:5]=[CH:6][CH:7]=2)=[N:9][CH:10]=1)[C:18]([O:20][CH2:21][CH3:22])=[O:19]. The catalyst class is: 27. (4) Reactant: [F:1][C:2]1[CH:3]=[C:4]2[C:8](=[CH:9][CH:10]=1)[NH:7][C:6]([C:11]([OH:13])=O)=[CH:5]2.CCN=C=NCCCN(C)C.[N:25]1[CH:30]=[CH:29][CH:28]=[CH:27][C:26]=1[N:31]1[CH2:36][CH2:35][NH:34][CH2:33][CH2:32]1. Product: [F:1][C:2]1[CH:3]=[C:4]2[C:8](=[CH:9][CH:10]=1)[NH:7][C:6]([C:11]([N:34]1[CH2:35][CH2:36][N:31]([C:26]3[CH:27]=[CH:28][CH:29]=[CH:30][N:25]=3)[CH2:32][CH2:33]1)=[O:13])=[CH:5]2. The catalyst class is: 4. (5) Reactant: Br[C:2]1[C:3]([F:21])=[C:4]([F:20])[C:5]([NH:12][C:13]2[CH:18]=[CH:17][CH:16]=[CH:15][C:14]=2[F:19])=[C:6]([CH:11]=1)[C:7]([O:9][CH3:10])=[O:8].N(C(C)C)C(C)C.[Si:29]([C:33]#[CH:34])([CH3:32])([CH3:31])[CH3:30]. Product: [F:19][C:14]1[CH:15]=[CH:16][CH:17]=[CH:18][C:13]=1[NH:12][C:5]1[C:4]([F:20])=[C:3]([F:21])[C:2]([C:34]#[C:33][Si:29]([CH3:32])([CH3:31])[CH3:30])=[CH:11][C:6]=1[C:7]([O:9][CH3:10])=[O:8]. The catalyst class is: 700. (6) Reactant: [NH2:1][C:2]1[CH:33]=[CH:32][C:5]([CH2:6][CH2:7][N:8]2[C:13]3[N:14]=[C:15]([NH:18][CH3:19])[N:16]=[CH:17][C:12]=3[CH:11]=[C:10]([C:20]3[CH:25]=[C:24]([O:26][CH3:27])[CH:23]=[C:22]([O:28][CH3:29])[C:21]=3[Cl:30])[C:9]2=[O:31])=[CH:4][CH:3]=1.[CH3:34][N:35]([CH3:42])[CH2:36]/[CH:37]=[CH:38]/[C:39](Cl)=[O:40]. Product: [Cl:30][C:21]1[C:22]([O:28][CH3:29])=[CH:23][C:24]([O:26][CH3:27])=[CH:25][C:20]=1[C:10]1[C:9](=[O:31])[N:8]([CH2:7][CH2:6][C:5]2[CH:32]=[CH:33][C:2]([NH:1][C:39](=[O:40])/[CH:38]=[CH:37]/[CH2:36][N:35]([CH3:42])[CH3:34])=[CH:3][CH:4]=2)[C:13]2[N:14]=[C:15]([NH:18][CH3:19])[N:16]=[CH:17][C:12]=2[CH:11]=1. The catalyst class is: 37. (7) Reactant: [CH3:1][O:2][C:3]1[CH:10]=[CH:9][C:6]([CH:7]=O)=[CH:5][CH:4]=1.[C:11]([CH2:14][C:15](=[O:17])[CH3:16])(=[O:13])[CH3:12].N1CCCCC1. Product: [CH3:1][O:2][C:3]1[CH:10]=[CH:9][C:6]([CH:7]=[C:14]([C:15](=[O:17])[CH3:16])[C:11](=[O:13])[CH3:12])=[CH:5][CH:4]=1. The catalyst class is: 244. (8) Reactant: [Cl:1][C:2]1[CH:3]=[C:4]([C:8]2[N:9]=[C:10]([N:16]3[C:20]4[CH:21]=[C:22]([CH:25]=O)[CH:23]=[CH:24][C:19]=4[N:18]=[CH:17]3)[S:11][C:12]=2[C:13]([NH2:15])=[O:14])[CH:5]=[CH:6][CH:7]=1.[NH:27]1[CH2:32][CH2:31][CH2:30][CH2:29][CH2:28]1.C(O[BH-](OC(=O)C)OC(=O)C)(=O)C.[Na+].[Cl-].[NH4+].C(=O)([O-])[O-].[K+].[K+]. Product: [Cl:1][C:2]1[CH:3]=[C:4]([C:8]2[N:9]=[C:10]([N:16]3[C:20]4[CH:21]=[C:22]([CH2:25][N:27]5[CH2:32][CH2:31][CH2:30][CH2:29][CH2:28]5)[CH:23]=[CH:24][C:19]=4[N:18]=[CH:17]3)[S:11][C:12]=2[C:13]([NH2:15])=[O:14])[CH:5]=[CH:6][CH:7]=1. The catalyst class is: 4. (9) Reactant: [Cl:1][C:2]1[CH:7]=[CH:6][C:5]([C:8]2[O:9][C:10]3[C:11](=[C:13]([C:17](O)=[O:18])[CH:14]=[CH:15][CH:16]=3)[N:12]=2)=[C:4]([O:20][CH3:21])[CH:3]=1.Cl.C(N=C=NCCCN(C)C)C.ON1C2C=CC=CC=2N=N1.Cl.Cl.[NH2:46][CH:47]1[CH2:54][CH:53]2[N:55]([CH3:56])[CH:49]([CH2:50][CH2:51][CH2:52]2)[CH2:48]1.C(N(CC)CC)C. Product: [CH3:56][N:55]1[CH:49]2[CH2:50][CH2:51][CH2:52][CH:53]1[CH2:54][CH:47]([NH:46][C:17]([C:13]1[CH:14]=[CH:15][CH:16]=[C:10]3[O:9][C:8]([C:5]4[CH:6]=[CH:7][C:2]([Cl:1])=[CH:3][C:4]=4[O:20][CH3:21])=[N:12][C:11]=13)=[O:18])[CH2:48]2. The catalyst class is: 174.